Dataset: Full USPTO retrosynthesis dataset with 1.9M reactions from patents (1976-2016). Task: Predict the reactants needed to synthesize the given product. (1) Given the product [NH2:1][C:2]1[CH:9]=[C:8]([Cl:10])[C:7]([CH2:12][CH2:13][CH3:14])=[CH:6][C:3]=1[C:4]#[N:5], predict the reactants needed to synthesize it. The reactants are: [NH2:1][C:2]1[CH:9]=[C:8]([Cl:10])[C:7](Br)=[CH:6][C:3]=1[C:4]#[N:5].[CH2:12](B(O)O)[CH2:13][CH3:14].CC(OC1C=CC=C(OC(C)C)C=1C1C(P(C2CCCCC2)C2CCCCC2)=CC=CC=1)C.C([O-])([O-])=O.[K+].[K+]. (2) Given the product [CH2:16]([O:1][C:2]1[CH:11]=[CH:10][C:9]([O:12][CH3:13])=[CH:8][C:3]=1[C:4]([OH:6])=[O:5])[CH:15]=[CH2:14], predict the reactants needed to synthesize it. The reactants are: [OH:1][C:2]1[CH:11]=[CH:10][C:9]([O:12][CH3:13])=[CH:8][C:3]=1[C:4]([O:6]C)=[O:5].[CH2:14](Br)[CH:15]=[CH2:16].C(=O)([O-])[O-].[K+].[K+].